This data is from Full USPTO retrosynthesis dataset with 1.9M reactions from patents (1976-2016). The task is: Predict the reactants needed to synthesize the given product. (1) Given the product [CH2:20]([NH:19][C:17]([C:14]1[C:13]([C:22]2[CH:26]=[CH:25][N:24]([CH3:27])[N:23]=2)=[C:12]([C:3]2[C:2]([OH:1])=[CH:7][C:6]([O:8][C:28](=[O:35])[CH2:29][CH2:30][CH2:31][C:32]([OH:34])=[O:33])=[C:5]([CH:9]([CH3:10])[CH3:11])[CH:4]=2)[O:16][N:15]=1)=[O:18])[CH3:21], predict the reactants needed to synthesize it. The reactants are: [OH:1][C:2]1[CH:7]=[C:6]([OH:8])[C:5]([CH:9]([CH3:11])[CH3:10])=[CH:4][C:3]=1[C:12]1[O:16][N:15]=[C:14]([C:17]([NH:19][CH2:20][CH3:21])=[O:18])[C:13]=1[C:22]1[CH:26]=[CH:25][N:24]([CH3:27])[N:23]=1.[C:28]1(=[O:35])[O:34][C:32](=[O:33])[CH2:31][CH2:30][CH2:29]1. (2) Given the product [C:13]([C:11]1[CH:10]=[C:5]([CH:4]=[C:3]([C:1]#[N:2])[CH:12]=1)[C:6]([OH:8])=[O:7])#[N:14], predict the reactants needed to synthesize it. The reactants are: [C:1]([C:3]1[CH:4]=[C:5]([CH:10]=[C:11]([C:13]#[N:14])[CH:12]=1)[C:6]([O:8]C)=[O:7])#[N:2].[Li+].[OH-].